Dataset: Catalyst prediction with 721,799 reactions and 888 catalyst types from USPTO. Task: Predict which catalyst facilitates the given reaction. (1) Reactant: O=P(Cl)(Cl)Cl.[NH2:6][C:7]1[CH:8]=[N:9][CH:10]=[C:11]([F:37])[C:12]=1[CH2:13][CH2:14][C@H:15]1[O:20][CH2:19][C@@H:18]([CH2:21][O:22][Si](C(C)(C)C)(C)C)[N:17]([C:30]([O:32][C:33]([CH3:36])([CH3:35])[CH3:34])=[O:31])[CH2:16]1.[C:38]([O:42][C:43]([NH:45][C@H:46]([C:62](O)=[O:63])[CH:47]([C:55]1[CH:60]=[CH:59][C:58]([F:61])=[CH:57][CH:56]=1)[C:48]1[CH:53]=[CH:52][C:51]([F:54])=[CH:50][CH:49]=1)=[O:44])([CH3:41])([CH3:40])[CH3:39].CCCC[N+](CCCC)(CCCC)CCCC.[F-]. Product: [C:38]([O:42][C:43]([NH:45][C@H:46]([C:62]([NH:6][C:7]1[CH:8]=[N:9][CH:10]=[C:11]([F:37])[C:12]=1[CH2:13][CH2:14][C@H:15]1[O:20][CH2:19][C@@H:18]([CH2:21][OH:22])[N:17]([C:30]([O:32][C:33]([CH3:36])([CH3:34])[CH3:35])=[O:31])[CH2:16]1)=[O:63])[CH:47]([C:55]1[CH:60]=[CH:59][C:58]([F:61])=[CH:57][CH:56]=1)[C:48]1[CH:53]=[CH:52][C:51]([F:54])=[CH:50][CH:49]=1)=[O:44])([CH3:40])([CH3:41])[CH3:39]. The catalyst class is: 877. (2) Reactant: [N:1]1[CH:6]=[CH:5][CH:4]=[N:3][C:2]=1[N:7]1[C:15]2CCNCC=2[N:9]=[N:8]1.[F:16][C:17]1[C:25]([C:26]([F:29])([F:28])[F:27])=[N:24][CH:23]=[CH:22][C:18]=1[C:19]([OH:21])=O.ClC1C(C(F)(F)[F:41])=CC=CC=1C(O)=O.CC[N:46]([CH:50]([CH3:52])[CH3:51])[CH:47]([CH3:49])C. Product: [F:16][C:17]1[C:25]([C:26]([F:29])([F:28])[F:27])=[N:24][CH:23]=[CH:22][C:18]=1[C:19]([N:46]1[CH2:47][CH2:49][C:15]2[N:7]([C:2]3[N:3]=[CH:4][C:5]([F:41])=[CH:6][N:1]=3)[N:8]=[N:9][C:52]=2[C@@H:50]1[CH3:51])=[O:21]. The catalyst class is: 424. (3) Product: [Cl:11][C:12]1[CH:18]=[CH:17][C:16]([S:19]([N:22]2[C:31]3[C:26](=[CH:27][CH:28]=[CH:29][CH:30]=3)[CH2:25][CH2:24][CH2:23]2)(=[O:21])=[O:20])=[CH:15][C:13]=1[N:14]1[C:2]2=[N:10][CH:9]=[CH:8][CH:7]=[C:3]2[NH:40][C:41]1=[O:42]. Reactant: Cl[C:2]1[N:10]=[CH:9][CH:8]=[CH:7][C:3]=1C(O)=O.[Cl:11][C:12]1[CH:18]=[CH:17][C:16]([S:19]([N:22]2[C:31]3[C:26](=[CH:27][CH:28]=[CH:29][CH:30]=3)[CH2:25][CH2:24][CH2:23]2)(=[O:21])=[O:20])=[CH:15][C:13]=1[NH2:14].C(=O)([O-])[O-].[K+].[K+].Cl.C[N:40](C)[CH:41]=[O:42]. The catalyst class is: 536. (4) Reactant: [N:1]1[CH:6]=[C:5]([C:7]#[N:8])[CH:4]=[N:3][CH:2]=1.[NH2:9][OH:10]. Product: [OH:10][N:9]=[C:7]([C:5]1[CH:6]=[N:1][CH:2]=[N:3][CH:4]=1)[NH2:8]. The catalyst class is: 5. (5) Product: [CH3:1][N:2]1[CH2:3][CH2:4][N:5]([C:8]2[C:13]([CH:14]=[C:30]3[O:31][CH2:32][CH2:33][N:28]([C:25]4[CH:24]=[CH:23][C:22]([CH:19]5[CH2:18][CH2:17][O:16][CH2:21][CH2:20]5)=[CH:27][CH:26]=4)[C:29]3=[O:34])=[CH:12][CH:11]=[CH:10][N:9]=2)[CH2:6][CH2:7]1. Reactant: [CH3:1][N:2]1[CH2:7][CH2:6][N:5]([C:8]2[C:13]([CH:14]=O)=[CH:12][CH:11]=[CH:10][N:9]=2)[CH2:4][CH2:3]1.[O:16]1[CH2:21][CH2:20][CH:19]([C:22]2[CH:27]=[CH:26][C:25]([N:28]3[CH2:33][CH2:32][O:31][CH2:30][C:29]3=[O:34])=[CH:24][CH:23]=2)[CH2:18][CH2:17]1.[H-].[Na+]. The catalyst class is: 7. (6) Product: [C:1]([N:8]1[CH2:13][CH2:12][N:11]([C:14](=[O:15])[N:17]([CH3:22])[CH3:18])[CH2:10][CH2:9]1)([O:3][C:4]([CH3:7])([CH3:6])[CH3:5])=[O:2]. The catalyst class is: 4. Reactant: [C:1]([N:8]1[CH2:13][CH2:12][N:11]([C:14](Cl)=[O:15])[CH2:10][CH2:9]1)([O:3][C:4]([CH3:7])([CH3:6])[CH3:5])=[O:2].[N:17]1[CH:22]=CC=C[CH:18]=1.CNC.